Dataset: CYP3A4 inhibition data for predicting drug metabolism from PubChem BioAssay. Task: Regression/Classification. Given a drug SMILES string, predict its absorption, distribution, metabolism, or excretion properties. Task type varies by dataset: regression for continuous measurements (e.g., permeability, clearance, half-life) or binary classification for categorical outcomes (e.g., BBB penetration, CYP inhibition). Dataset: cyp3a4_veith. (1) The molecule is N[C@@H]1C=CC=C(C(=O)O)C1. The result is 0 (non-inhibitor). (2) The drug is CCNc1ncc2nc(-c3cccs3)c(=O)n(-c3ccccc3)c2n1. The result is 0 (non-inhibitor). (3) The molecule is CCC(C)(C)n1nnnc1C(C(C)C)N(Cc1ccco1)Cc1cc2cc3c(cc2[nH]c1=O)OCO3. The result is 1 (inhibitor). (4) The compound is O=C(c1cc(C(F)(F)F)cc(C(F)(F)F)c1)N1CCC2(CC1)CCN(c1ncccn1)CC2. The result is 0 (non-inhibitor). (5) The molecule is Cc1ccc(OP(=O)(Oc2ccc(C)cc2)N2C=Cc3ccccc3[C@H]2C#N)cc1. The result is 1 (inhibitor). (6) The molecule is CC/C=C\CC[C@H](O)C1=CCCCC1=O. The result is 0 (non-inhibitor). (7) The drug is O=C(O)CNc1ccc(C(=O)O)cc1. The result is 0 (non-inhibitor).